Task: Predict the product of the given reaction.. Dataset: Forward reaction prediction with 1.9M reactions from USPTO patents (1976-2016) (1) Given the reactants C1C2C(COC([NH:18][C@H:19]([C:41]([OH:43])=[O:42])[CH2:20][S:21][C:22]([C:35]3[CH:40]=[CH:39][CH:38]=[CH:37][CH:36]=3)([C:29]3[CH:34]=[CH:33][CH:32]=[CH:31][CH:30]=3)[C:23]3[CH:28]=[CH:27][CH:26]=[CH:25][CH:24]=3)=O)C3C(=CC=CC=3)C=2C=CC=1.[N+](=[CH2:46])=[N-].N1CCCC1, predict the reaction product. The product is: [C:22]([S:21][CH2:20][C@@H:19]([C:41]([O:43][CH3:46])=[O:42])[NH2:18])([C:29]1[CH:30]=[CH:31][CH:32]=[CH:33][CH:34]=1)([C:35]1[CH:40]=[CH:39][CH:38]=[CH:37][CH:36]=1)[C:23]1[CH:24]=[CH:25][CH:26]=[CH:27][CH:28]=1. (2) Given the reactants Br[C:2]1[CH:3]=[CH:4][C:5]([F:33])=[C:6]([C@:8]23[CH2:17][O:16][C@@H:15]([C:18]4[O:22][N:21]=[C:20]([CH3:23])[CH:19]=4)[CH2:14][C@H:13]2[CH2:12][S:11][C:10]([NH:24][C:25](=[O:32])[C:26]2[CH:31]=[CH:30][CH:29]=[CH:28][CH:27]=2)=[N:9]3)[CH:7]=1.[CH3:34][N:35](C)C=O, predict the reaction product. The product is: [C:34]([C:2]1[CH:3]=[CH:4][C:5]([F:33])=[C:6]([C@:8]23[CH2:17][O:16][C@@H:15]([C:18]4[O:22][N:21]=[C:20]([CH3:23])[CH:19]=4)[CH2:14][C@H:13]2[CH2:12][S:11][C:10]([NH:24][C:25](=[O:32])[C:26]2[CH:27]=[CH:28][CH:29]=[CH:30][CH:31]=2)=[N:9]3)[CH:7]=1)#[N:35]. (3) The product is: [CH2:28]([O:30][C:31](=[O:45])[CH:32]([C:38]1[CH:43]=[N:42][C:41]([NH:44][C:13](=[O:15])[C@@H:12]([C:4]2[CH:5]=[CH:6][C:7]([S:8]([CH3:11])(=[O:9])=[O:10])=[C:2]([Cl:1])[CH:3]=2)[CH2:16][CH:17]2[CH2:21][CH2:20][CH2:19][CH2:18]2)=[CH:40][N:39]=1)[C:33]([O:35][CH2:36][CH3:37])=[O:34])[CH3:29]. Given the reactants [Cl:1][C:2]1[CH:3]=[C:4]([C@@H:12]([CH2:16][CH:17]2[CH2:21][CH2:20][CH2:19][CH2:18]2)[C:13]([OH:15])=O)[CH:5]=[CH:6][C:7]=1[S:8]([CH3:11])(=[O:10])=[O:9].C(Cl)(=O)C(Cl)=O.[CH2:28]([O:30][C:31](=[O:45])[CH:32]([C:38]1[CH:43]=[N:42][C:41]([NH2:44])=[CH:40][N:39]=1)[C:33]([O:35][CH2:36][CH3:37])=[O:34])[CH3:29].N1C(C)=CC=CC=1C, predict the reaction product. (4) Given the reactants [CH2:1]([O:8][C:9]1[CH:19]=[CH:18][C:12]([O:13][CH2:14][C@@H:15]2[CH2:17][O:16]2)=[CH:11][CH:10]=1)[C:2]1[CH:7]=[CH:6][CH:5]=[CH:4][CH:3]=1.[CH2:20]([NH:27][C@@H:28]([CH2:31][C:32]1[CH:37]=[CH:36][C:35]([N+:38]([O-:40])=[O:39])=[CH:34][CH:33]=1)[CH2:29][OH:30])[C:21]1[CH:26]=[CH:25][CH:24]=[CH:23][CH:22]=1, predict the reaction product. The product is: [CH2:20]([N:27]([C@@H:28]([CH2:31][C:32]1[CH:33]=[CH:34][C:35]([N+:38]([O-:40])=[O:39])=[CH:36][CH:37]=1)[CH2:29][OH:30])[CH2:17][C@H:15]([OH:16])[CH2:14][O:13][C:12]1[CH:18]=[CH:19][C:9]([O:8][CH2:1][C:2]2[CH:7]=[CH:6][CH:5]=[CH:4][CH:3]=2)=[CH:10][CH:11]=1)[C:21]1[CH:22]=[CH:23][CH:24]=[CH:25][CH:26]=1. (5) The product is: [O:14]=[CH:3][C@@H:8]([C@H:7]([C@@H:6]([C@@H:5]([C:4]([OH:13])=[O:1])[OH:12])[OH:11])[OH:10])[OH:9]. Given the reactants [O:1]=O.[CH:3]1([OH:14])[CH:8]([OH:9])[CH:7]([OH:10])[CH:6]([OH:11])[CH:5]([OH:12])[CH:4]1[OH:13], predict the reaction product. (6) The product is: [NH2:17][C:16]1[C:20]([OH:19])=[C:12]([S:9]([N:8]([CH3:7])[CH3:26])(=[O:10])=[O:11])[C:13]([Cl:25])=[CH:14][CH:15]=1. Given the reactants S(=O)(=O)(O)O.O.[CH3:7][N:8]([CH3:26])[S:9]([C:12]1[C:20]2[O:19]C(C(C)(C)C)=[N:17][C:16]=2[CH:15]=[CH:14][C:13]=1[Cl:25])(=[O:11])=[O:10], predict the reaction product. (7) Given the reactants [Cl-].[CH3:2][N:3]([CH3:6])[Al+]C.[CH2:7]([CH:14]([OH:19])[C:15](OC)=[O:16])[C:8]1[CH:13]=[CH:12][CH:11]=[CH:10][CH:9]=1.Cl, predict the reaction product. The product is: [CH2:7]([CH:14]([OH:19])[C:15]([N:3]([CH3:6])[CH3:2])=[O:16])[C:8]1[CH:13]=[CH:12][CH:11]=[CH:10][CH:9]=1.